From a dataset of Catalyst prediction with 721,799 reactions and 888 catalyst types from USPTO. Predict which catalyst facilitates the given reaction. (1) Reactant: C(OC([NH:8][CH2:9][C:10]1[C:11]([C:33]2[CH:38]=[CH:37][C:36]([CH3:39])=[CH:35][CH:34]=2)=[C:12]([NH:21][C:22]([C:24]2[CH:25]=[C:26]([CH:30]=[CH:31][CH:32]=2)C(O)=O)=O)[C:13]([CH3:20])=[N:14][C:15]=1[CH2:16][CH:17]([CH3:19])[CH3:18])=O)(C)(C)C.[C:40](=O)([O-])[O-].[K+].[K+].CI.[CH2:48]([O:50][C:51](=[O:53])C)C.[ClH:54].[OH2:55]. Product: [ClH:54].[ClH:54].[NH2:8][CH2:9][C:10]1[C:11]([C:33]2[CH:34]=[CH:35][C:36]([CH3:39])=[CH:37][CH:38]=2)=[C:12]([N:21]([CH3:40])[C:22]([C:24]2[CH:25]=[C:26]([CH:30]=[CH:31][CH:32]=2)[C:51]([O:50][CH3:48])=[O:53])=[O:55])[C:13]([CH3:20])=[N:14][C:15]=1[CH2:16][CH:17]([CH3:18])[CH3:19]. The catalyst class is: 434. (2) Reactant: [CH3:1][CH:2]([CH3:14])[CH2:3][CH:4]([C:8]1([CH3:13])[O:12][CH2:11][CH2:10][O:9]1)[C:5]([OH:7])=O.C(Cl)(=O)C(Cl)=O.[CH:21]([C:24]1[CH:30]=[CH:29][C:27]([NH2:28])=[CH:26][CH:25]=1)([CH3:23])[CH3:22].N1C=CC=CC=1.Cl. Product: [CH3:14][CH:2]([CH3:1])[CH2:3][CH:4]([C:8]1([CH3:13])[O:12][CH2:11][CH2:10][O:9]1)[C:5]([NH:28][C:27]1[CH:29]=[CH:30][C:24]([CH:21]([CH3:23])[CH3:22])=[CH:25][CH:26]=1)=[O:7]. The catalyst class is: 2. (3) The catalyst class is: 124. Product: [CH:27]([C:24]1[S:25][CH:26]=[C:22]([C:20]([N:16]2[CH2:15][C:14]3([CH2:30][CH2:31][N:11]([CH2:10][CH2:9][CH2:8][CH2:7][CH2:6][CH2:5][CH2:4][CH2:3][C:2](=[O:1])[CH3:32])[CH2:12][CH2:13]3)[O:19][CH2:18][CH2:17]2)=[O:21])[N:23]=1)([CH3:29])[CH3:28]. Reactant: [OH:1][CH:2]([CH3:32])[CH2:3][CH2:4][CH2:5][CH2:6][CH2:7][CH2:8][CH2:9][CH2:10][N:11]1[CH2:31][CH2:30][C:14]2([O:19][CH2:18][CH2:17][N:16]([C:20]([C:22]3[N:23]=[C:24]([CH:27]([CH3:29])[CH3:28])[S:25][CH:26]=3)=[O:21])[CH2:15]2)[CH2:13][CH2:12]1.FC(F)(F)C(O)=O.CC(OI1(OC(C)=O)(OC(C)=O)OC(=O)C2C=CC=CC1=2)=O.S([O-])([O-])(=O)=S.[Na+].[Na+].C(=O)(O)[O-].[Na+]. (4) Reactant: [Br:1][C:2]1[CH:7]=[CH:6][C:5]([C:8]2[O:17][C:11]3[N:12]=[CH:13][N:14]=[C:15](Cl)[C:10]=3[C:9]=2[C:18]2[CH:23]=[CH:22][C:21]([F:24])=[CH:20][CH:19]=2)=[CH:4][CH:3]=1.[CH3:25][N:26]1[CH2:31][CH2:30][NH:29][CH2:28][CH2:27]1. Product: [Br:1][C:2]1[CH:7]=[CH:6][C:5]([C:8]2[O:17][C:11]3[N:12]=[CH:13][N:14]=[C:15]([N:29]4[CH2:30][CH2:31][N:26]([CH3:25])[CH2:27][CH2:28]4)[C:10]=3[C:9]=2[C:18]2[CH:23]=[CH:22][C:21]([F:24])=[CH:20][CH:19]=2)=[CH:4][CH:3]=1. The catalyst class is: 12. (5) Reactant: [C:1](Cl)(Cl)=[S:2].N1C=CN=C1.[CH2:10]([CH:13]1[CH2:18][CH2:17][CH:16]([CH:19]2[CH2:24][CH2:23][CH:22]([C:25]3[CH:30]=[C:29]([F:31])[C:28]([NH2:32])=[C:27]([F:33])[CH:26]=3)[CH2:21][CH2:20]2)[CH2:15][CH2:14]1)[CH2:11][CH3:12]. Product: [F:31][C:29]1[CH:30]=[C:25]([CH:22]2[CH2:21][CH2:20][CH:19]([CH:16]3[CH2:17][CH2:18][CH:13]([CH2:10][CH2:11][CH3:12])[CH2:14][CH2:15]3)[CH2:24][CH2:23]2)[CH:26]=[C:27]([F:33])[C:28]=1[N:32]=[C:1]=[S:2]. The catalyst class is: 4.